From a dataset of Full USPTO retrosynthesis dataset with 1.9M reactions from patents (1976-2016). Predict the reactants needed to synthesize the given product. (1) Given the product [F:26][C:25]([F:28])([F:27])[C:22]1[CH:23]=[CH:24][C:19]([C:7]2[CH:12]=[CH:11][N:10]=[C:9]([C:13]#[N:14])[CH:8]=2)=[N:20][CH:21]=1, predict the reactants needed to synthesize it. The reactants are: CC1(C)OB([C:7]2[CH:12]=[CH:11][N:10]=[C:9]([C:13]#[N:14])[CH:8]=2)OC1(C)C.Br[C:19]1[CH:24]=[CH:23][C:22]([C:25]([F:28])([F:27])[F:26])=[CH:21][N:20]=1.C(=O)([O-])[O-].[K+].[K+]. (2) Given the product [CH3:1][S:2]([C:5]1[CH:6]=[CH:7][C:8]([S:14][CH3:15])=[C:9]([C:10]([N:27]2[CH2:28][CH2:29][N:24]([C:22]3[S:23][C:19]([C:18]([F:31])([F:17])[F:30])=[CH:20][N:21]=3)[CH2:25][CH2:26]2)=[O:12])[CH:13]=1)(=[O:3])=[O:4], predict the reactants needed to synthesize it. The reactants are: [CH3:1][S:2]([C:5]1[CH:6]=[CH:7][C:8]([S:14][CH3:15])=[C:9]([CH:13]=1)[C:10]([OH:12])=O)(=[O:4])=[O:3].Cl.[F:17][C:18]([F:31])([F:30])[C:19]1[S:23][C:22]([N:24]2[CH2:29][CH2:28][NH:27][CH2:26][CH2:25]2)=[N:21][CH:20]=1.